Task: Predict the product of the given reaction.. Dataset: Forward reaction prediction with 1.9M reactions from USPTO patents (1976-2016) (1) Given the reactants CS[C:3]1[NH:12][C:11](=[O:13])[C:10]2[CH2:9][CH2:8][CH2:7][CH2:6][C:5]=2[N:4]=1.Cl.[Cl:15][C:16]1[CH:17]=[C:18]([N:22]2[CH2:27][CH2:26][NH:25][CH2:24][CH2:23]2)[CH:19]=[CH:20][CH:21]=1.C(N(CC)CC)C, predict the reaction product. The product is: [Cl:15][C:16]1[CH:17]=[C:18]([N:22]2[CH2:27][CH2:26][N:25]([C:3]3[NH:12][C:11](=[O:13])[C:10]4[CH2:9][CH2:8][CH2:7][CH2:6][C:5]=4[N:4]=3)[CH2:24][CH2:23]2)[CH:19]=[CH:20][CH:21]=1. (2) Given the reactants [OH-].[Li+].[CH:3]1([C@H:9]([NH:14][C:15]([C:17]2[CH:22]=[CH:21][C:20]([C:23]3[CH:24]=[N:25][CH:26]=[N:27][CH:28]=3)=[CH:19][C:18]=2[NH:29][C:30]([NH:32][C:33]2[C:38]([CH3:39])=[CH:37][CH:36]=[CH:35][C:34]=2[CH3:40])=[O:31])=[O:16])[C:10]([O:12]C)=[O:11])[CH2:8][CH2:7][CH2:6][CH2:5][CH2:4]1.CO.O, predict the reaction product. The product is: [CH:3]1([C@H:9]([NH:14][C:15]([C:17]2[CH:22]=[CH:21][C:20]([C:23]3[CH:24]=[N:25][CH:26]=[N:27][CH:28]=3)=[CH:19][C:18]=2[NH:29][C:30]([NH:32][C:33]2[C:34]([CH3:40])=[CH:35][CH:36]=[CH:37][C:38]=2[CH3:39])=[O:31])=[O:16])[C:10]([OH:12])=[O:11])[CH2:4][CH2:5][CH2:6][CH2:7][CH2:8]1. (3) The product is: [NH2:2][CH2:1][CH2:3][O:4][CH:5]1[CH2:8][N:7]([C:9]([O:11][C:12]([CH3:15])([CH3:14])[CH3:13])=[O:10])[CH2:6]1. Given the reactants [C:1]([CH2:3][O:4][CH:5]1[CH2:8][N:7]([C:9]([O:11][C:12]([CH3:15])([CH3:14])[CH3:13])=[O:10])[CH2:6]1)#[N:2], predict the reaction product. (4) Given the reactants [CH3:1][CH:2]([CH2:8][C:9]1[CH:14]=[CH:13][C:12]([C:15]2[N:19]=[CH:18][N:17]([C:20]3[CH:25]=[CH:24][C:23]([O:26][C:27]([F:30])([F:29])[F:28])=[CH:22][CH:21]=3)[N:16]=2)=[CH:11][CH:10]=1)[C:3]([O:5]CC)=[O:4].[OH-].[Na+].Cl, predict the reaction product. The product is: [CH3:1][CH:2]([CH2:8][C:9]1[CH:14]=[CH:13][C:12]([C:15]2[N:19]=[CH:18][N:17]([C:20]3[CH:25]=[CH:24][C:23]([O:26][C:27]([F:30])([F:28])[F:29])=[CH:22][CH:21]=3)[N:16]=2)=[CH:11][CH:10]=1)[C:3]([OH:5])=[O:4]. (5) Given the reactants C([O:3][C:4](=[O:39])[CH2:5][O:6][C:7]1[CH:12]=[CH:11][C:10]([S:13][CH2:14][C:15]2[CH:20]=[C:19]([C:21]#[C:22][C:23]3[CH:28]=[CH:27][C:26]([S:29]([CH3:32])(=[O:31])=[O:30])=[CH:25][CH:24]=3)[CH:18]=[C:17]([O:33][CH2:34][CH:35]([CH3:37])[CH3:36])[CH:16]=2)=[CH:9][C:8]=1[CH3:38])C.[OH-].[Na+].Cl, predict the reaction product. The product is: [CH2:34]([O:33][C:17]1[CH:16]=[C:15]([CH:20]=[C:19]([C:21]#[C:22][C:23]2[CH:24]=[CH:25][C:26]([S:29]([CH3:32])(=[O:31])=[O:30])=[CH:27][CH:28]=2)[CH:18]=1)[CH2:14][S:13][C:10]1[CH:11]=[CH:12][C:7]([O:6][CH2:5][C:4]([OH:39])=[O:3])=[C:8]([CH3:38])[CH:9]=1)[CH:35]([CH3:36])[CH3:37].